Dataset: Forward reaction prediction with 1.9M reactions from USPTO patents (1976-2016). Task: Predict the product of the given reaction. (1) The product is: [CH:2]([N:41]([CH3:40])[C@@H:9]1[CH2:14][CH2:13][C@H:12]([NH:15][C:16](=[O:31])[CH2:17][NH:18][C:19](=[O:30])[C:20]2[CH:25]=[CH:24][CH:23]=[C:22]([C:26]([F:27])([F:28])[F:29])[CH:21]=2)[C@H:11]([CH2:32][O:33][C:34]2[CH:35]=[N:36][CH:37]=[CH:38][CH:39]=2)[CH2:10]1)([CH3:3])[CH3:44]. Given the reactants F[C:2](F)(F)[C:3](O)=O.N[C@@H:9]1[CH2:14][CH2:13][C@H:12]([NH:15][C:16](=[O:31])[CH2:17][NH:18][C:19](=[O:30])[C:20]2[CH:25]=[CH:24][CH:23]=[C:22]([C:26]([F:29])([F:28])[F:27])[CH:21]=2)[C@H:11]([CH2:32][O:33][C:34]2[CH:35]=[N:36][CH:37]=[CH:38][CH:39]=2)[CH2:10]1.[C:40]([BH3-])#[N:41].[Na+].[CH2:44]=O, predict the reaction product. (2) Given the reactants Br[C:2]1[CH:3]=[C:4]2[C:9]([NH:10][C@@H:11]3[CH2:16][CH2:15][N:14]([C:17]([O:19][C:20]([CH3:23])([CH3:22])[CH3:21])=[O:18])[CH2:13][C@H:12]3[CH2:24][CH3:25])=[C:8]([C:26](=[O:28])[NH2:27])[CH:7]=[N:6][N:5]2[CH:29]=1.[CH3:30][N:31]1[CH:35]=[C:34](B2OC(C)(C)C(C)(C)O2)[CH:33]=[N:32]1.P([O-])([O-])([O-])=O.[K+].[K+].[K+], predict the reaction product. The product is: [C:26]([C:8]1[CH:7]=[N:6][N:5]2[CH:29]=[C:2]([C:34]3[CH:33]=[N:32][N:31]([CH3:30])[CH:35]=3)[CH:3]=[C:4]2[C:9]=1[NH:10][C@@H:11]1[CH2:16][CH2:15][N:14]([C:17]([O:19][C:20]([CH3:23])([CH3:21])[CH3:22])=[O:18])[CH2:13][C@H:12]1[CH2:24][CH3:25])(=[O:28])[NH2:27]. (3) Given the reactants [F:1][C:2]1[CH:7]=[CH:6][C:5]([N:8]2[C:13](=[O:14])[C:12]([OH:15])=[C:11]([C:16]3[CH:21]=[CH:20][C:19]([S:22]([CH3:25])(=[O:24])=[O:23])=[CH:18][CH:17]=3)[CH:10]=[N:9]2)=[CH:4][CH:3]=1.O[CH2:27][CH2:28][C:29](=[O:31])[CH3:30].N, predict the reaction product. The product is: [F:1][C:2]1[CH:7]=[CH:6][C:5]([N:8]2[C:13](=[O:14])[C:12]([O:15][CH2:27][CH2:28][C:29](=[O:31])[CH3:30])=[C:11]([C:16]3[CH:21]=[CH:20][C:19]([S:22]([CH3:25])(=[O:23])=[O:24])=[CH:18][CH:17]=3)[CH:10]=[N:9]2)=[CH:4][CH:3]=1. (4) The product is: [OH:31][C:24]1[C:23](=[O:22])[N:9]([CH2:8][CH2:7][CH2:6][N:1]2[CH:5]=[CH:4][N:3]=[CH:2]2)[CH:16]([C:15]2[CH:18]=[CH:19][C:12]([O:11][CH3:10])=[CH:13][CH:14]=2)[C:25]=1[CH2:26][CH2:27][CH2:28][CH2:29][CH3:30]. Given the reactants [N:1]1([CH2:6][CH2:7][CH2:8][NH2:9])[CH:5]=[CH:4][N:3]=[CH:2]1.[CH3:10][O:11][C:12]1[CH:19]=[CH:18][C:15]([CH:16]=O)=[CH:14][CH:13]=1.C([O:22][C:23](=O)[C:24](=[O:31])[CH2:25][CH2:26][CH2:27][CH2:28][CH2:29][CH3:30])C, predict the reaction product. (5) Given the reactants Br[C:2]1[N:3]=[C:4]([C:15]2[CH:20]=[CH:19][CH:18]=[CH:17][C:16]=2[Cl:21])[N:5]([CH2:7][O:8][CH2:9][CH2:10][Si:11]([CH3:14])([CH3:13])[CH3:12])[CH:6]=1.C(=O)([O-])[O-].[Na+].[Na+].CC1(C)C(C)(C)OB([C:36]2[CH:41]=[CH:40][N:39]=[C:38]([NH:42][C:43](=[O:45])[CH3:44])[CH:37]=2)O1, predict the reaction product. The product is: [Cl:21][C:16]1[CH:17]=[CH:18][CH:19]=[CH:20][C:15]=1[C:4]1[N:5]([CH2:7][O:8][CH2:9][CH2:10][Si:11]([CH3:14])([CH3:13])[CH3:12])[CH:6]=[C:2]([C:36]2[CH:41]=[CH:40][N:39]=[C:38]([NH:42][C:43](=[O:45])[CH3:44])[CH:37]=2)[N:3]=1. (6) The product is: [O:1]1[C:5]2[CH:6]=[CH:7][C:8]([C:10]3[C:15]4[N:16]=[C:27]([NH2:28])[S:26][C:14]=4[N:13]=[C:12]([CH2:18][C:19]4[CH:24]=[CH:23][C:22]([F:25])=[CH:21][CH:20]=4)[N:11]=3)=[CH:9][C:4]=2[O:3][CH2:2]1. Given the reactants [O:1]1[C:5]2[CH:6]=[CH:7][C:8]([C:10]3[C:15]([NH2:16])=[C:14](Cl)[N:13]=[C:12]([CH2:18][C:19]4[CH:24]=[CH:23][C:22]([F:25])=[CH:21][CH:20]=4)[N:11]=3)=[CH:9][C:4]=2[O:3][CH2:2]1.[S-:26][C:27]#[N:28].[K+], predict the reaction product. (7) Given the reactants B(Br)(Br)Br.[NH2:5][C:6]1[S:7][C:8]2[CH2:14][CH:13]([N:15]([CH2:30][CH2:31][CH3:32])[CH2:16][CH2:17][CH2:18][CH2:19][CH2:20][C:21]3[CH:26]=[CH:25][C:24]([OH:27])=[C:23]([O:28]C)[CH:22]=3)[CH2:12][CH2:11][C:9]=2[N:10]=1, predict the reaction product. The product is: [NH2:5][C:6]1[S:7][C:8]2[CH2:14][CH:13]([N:15]([CH2:30][CH2:31][CH3:32])[CH2:16][CH2:17][CH2:18][CH2:19][CH2:20][C:21]3[CH:22]=[C:23]([OH:28])[C:24]([OH:27])=[CH:25][CH:26]=3)[CH2:12][CH2:11][C:9]=2[N:10]=1. (8) Given the reactants [CH2:1]([O:3][C:4]1[CH:13]=[CH:12][C:11]([CH3:14])=[CH:10][C:5]=1[C:6]([O:8]C)=[O:7])[CH3:2].CO.O.[OH-].[Li+], predict the reaction product. The product is: [CH2:1]([O:3][C:4]1[CH:13]=[CH:12][C:11]([CH3:14])=[CH:10][C:5]=1[C:6]([OH:8])=[O:7])[CH3:2]. (9) Given the reactants [Br:1][C:2]1[CH:9]=[CH:8][C:5]([C:6]#[N:7])=[C:4]([F:10])[CH:3]=1.FC(F)(F)C(O)=[O:14].S(=O)(=O)(O)O, predict the reaction product. The product is: [Br:1][C:2]1[CH:9]=[CH:8][C:5]([C:6]([NH2:7])=[O:14])=[C:4]([F:10])[CH:3]=1.